This data is from Forward reaction prediction with 1.9M reactions from USPTO patents (1976-2016). The task is: Predict the product of the given reaction. (1) Given the reactants [CH2:1]([O:8][C:9]([NH:11][CH2:12][C:13]1([C:26]([O:28]C)=[O:27])[CH2:18][CH2:17][N:16]([C:19]([O:21][C:22]([CH3:25])([CH3:24])[CH3:23])=[O:20])[CH2:15][CH2:14]1)=[O:10])[C:2]1[CH:7]=[CH:6][CH:5]=[CH:4][CH:3]=1.[OH-].[Na+].Cl, predict the reaction product. The product is: [CH2:1]([O:8][C:9]([NH:11][CH2:12][C:13]1([C:26]([OH:28])=[O:27])[CH2:18][CH2:17][N:16]([C:19]([O:21][C:22]([CH3:23])([CH3:24])[CH3:25])=[O:20])[CH2:15][CH2:14]1)=[O:10])[C:2]1[CH:3]=[CH:4][CH:5]=[CH:6][CH:7]=1. (2) Given the reactants [Cl:1][C:2]1[CH:3]=[C:4]([C:8]2[C:13]([O:14][CH3:15])=[CH:12][CH:11]=[C:10]([CH2:16][C:17]3[CH:18]=[CH:19][C:20]([CH2:23][N:24]4[CH2:28][CH2:27][NH:26][C:25]4=[O:29])=[N:21][CH:22]=3)[C:9]=2[F:30])[CH:5]=[CH:6][CH:7]=1.[CH2:31]1COCC1.[H-].[Na+].CI, predict the reaction product. The product is: [Cl:1][C:2]1[CH:3]=[C:4]([C:8]2[C:13]([O:14][CH3:15])=[CH:12][CH:11]=[C:10]([CH2:16][C:17]3[CH:18]=[CH:19][C:20]([CH2:23][N:24]4[CH2:28][CH2:27][N:26]([CH3:31])[C:25]4=[O:29])=[N:21][CH:22]=3)[C:9]=2[F:30])[CH:5]=[CH:6][CH:7]=1. (3) Given the reactants [C:1]([O:5][C:6](=[O:24])[NH:7][C:8]1[CH:13]=[C:12]([CH:14]2[CH2:16][CH2:15]2)[C:11]([C:17]([F:20])([F:19])[F:18])=[CH:10][C:9]=1[N+:21]([O-])=O)([CH3:4])([CH3:3])[CH3:2].O.O.Cl[Sn]Cl, predict the reaction product. The product is: [C:1]([O:5][C:6](=[O:24])[NH:7][C:8]1[CH:13]=[C:12]([CH:14]2[CH2:16][CH2:15]2)[C:11]([C:17]([F:20])([F:19])[F:18])=[CH:10][C:9]=1[NH2:21])([CH3:4])([CH3:2])[CH3:3]. (4) Given the reactants [Cl:1][C:2]1[CH:3]=[C:4]2[C:8](=[C:9]([F:11])[CH:10]=1)[NH:7][C:6]([C:12]([OH:14])=O)=[CH:5]2.Cl.[CH3:16][O:17][C:18](=[O:30])[CH2:19][C@@H:20]1[C:28]2[C:23](=[CH:24][CH:25]=[CH:26][CH:27]=2)[CH2:22][C@H:21]1[NH2:29].CCN(C(C)C)C(C)C.C1C=CC2N(O)N=NC=2C=1.CCN=C=NCCCN(C)C, predict the reaction product. The product is: [CH3:16][O:17][C:18](=[O:30])[CH2:19][C@@H:20]1[C:28]2[C:23](=[CH:24][CH:25]=[CH:26][CH:27]=2)[CH2:22][C@H:21]1[NH:29][C:12]([C:6]1[NH:7][C:8]2[C:4]([CH:5]=1)=[CH:3][C:2]([Cl:1])=[CH:10][C:9]=2[F:11])=[O:14]. (5) Given the reactants Br[C:2]1[N:19]=[C:5]2[C:6]([O:17][CH3:18])=[CH:7][C:8]([C:10]([O:12][C:13]([CH3:16])([CH3:15])[CH3:14])=[O:11])=[CH:9][N:4]2[N:3]=1.[Cl:20][C:21]1[CH:22]=[C:23]([CH:27]([NH2:30])[CH2:28][F:29])[CH:24]=[CH:25][CH:26]=1.CC(C)([O-])C.[Na+].CC(C1C=C(C(C)C)C(C2C(P(C3CCCCC3)C3CCCCC3)=C(OC)C=CC=2OC)=C(C(C)C)C=1)C, predict the reaction product. The product is: [Cl:20][C:21]1[CH:22]=[C:23]([CH:27]([NH:30][C:2]2[N:19]=[C:5]3[C:6]([O:17][CH3:18])=[CH:7][C:8]([C:10]([O:12][C:13]([CH3:16])([CH3:15])[CH3:14])=[O:11])=[CH:9][N:4]3[N:3]=2)[CH2:28][F:29])[CH:24]=[CH:25][CH:26]=1. (6) The product is: [CH3:19][C:18]([O:17][C:16]([NH:15][C:8]([N:9]1[CH2:10][CH2:11][N:12]([C:25]([N:58]2[CH2:59][C@@H:55]([N:52]3[CH2:53][CH2:54][N:49]([S:46]([CH3:45])(=[O:48])=[O:47])[CH2:50][CH2:51]3)[CH2:56][C@H:57]2[C:60]([NH:62][C:63]2[CH:75]=[CH:74][C:66]([C:67]([O:69][C:70]([CH3:72])([CH3:71])[CH3:73])=[O:68])=[CH:65][CH:64]=2)=[O:61])=[O:27])[CH2:13][CH2:14]1)=[N:7][C:6]([O:5][C:2]([CH3:1])([CH3:3])[CH3:4])=[O:23])=[O:22])([CH3:21])[CH3:20]. Given the reactants [CH3:1][C:2]([O:5][C:6](=[O:23])[NH:7][C:8](=[N:15][C:16](=[O:22])[O:17][C:18]([CH3:21])([CH3:20])[CH3:19])[N:9]1[CH2:14][CH2:13][NH:12][CH2:11][CH2:10]1)([CH3:4])[CH3:3].Cl[C:25](Cl)([O:27]C(=O)OC(Cl)(Cl)Cl)Cl.C(N(CC)C(C)C)(C)C.[CH3:45][S:46]([N:49]1[CH2:54][CH2:53][N:52]([C@@H:55]2[CH2:59][NH:58][C@H:57]([C:60]([NH:62][C:63]3[CH:75]=[CH:74][C:66]([C:67]([O:69][C:70]([CH3:73])([CH3:72])[CH3:71])=[O:68])=[CH:65][CH:64]=3)=[O:61])[CH2:56]2)[CH2:51][CH2:50]1)(=[O:48])=[O:47], predict the reaction product.